This data is from TCR-epitope binding with 47,182 pairs between 192 epitopes and 23,139 TCRs. The task is: Binary Classification. Given a T-cell receptor sequence (or CDR3 region) and an epitope sequence, predict whether binding occurs between them. (1) The epitope is QVPLRPMTYK. The TCR CDR3 sequence is CASSQEGFREQFF. Result: 0 (the TCR does not bind to the epitope). (2) The epitope is RIFTIGTVTLK. The TCR CDR3 sequence is CASSQEAPGGSPLHF. Result: 0 (the TCR does not bind to the epitope). (3) The epitope is AVFDRKSDAK. The TCR CDR3 sequence is CASSFGSSYGYTF. Result: 1 (the TCR binds to the epitope). (4) The epitope is ALSKGVHFV. The TCR CDR3 sequence is CATSSVEPNTEAFF. Result: 1 (the TCR binds to the epitope).